This data is from Catalyst prediction with 721,799 reactions and 888 catalyst types from USPTO. The task is: Predict which catalyst facilitates the given reaction. (1) Reactant: [CH:1]([C:5]1[N:9]([C:10]2[CH:15]=[CH:14][N:13]=[C:12]([Cl:16])[CH:11]=2)[N:8]=[C:7]([C:17]2[CH:22]=[CH:21][C:20]([F:23])=[CH:19][CH:18]=2)[CH:6]=1)([CH2:3][CH3:4])[CH3:2].[Br:24]N1C(=O)CCC1=O. Product: [Br:24][C:6]1[C:7]([C:17]2[CH:18]=[CH:19][C:20]([F:23])=[CH:21][CH:22]=2)=[N:8][N:9]([C:10]2[CH:15]=[CH:14][N:13]=[C:12]([Cl:16])[CH:11]=2)[C:5]=1[CH:1]([CH2:3][CH3:4])[CH3:2]. The catalyst class is: 9. (2) Reactant: Br[C:2]1[C:3]([O:9][CH3:10])=[N:4][CH:5]=[C:6]([CH3:8])[CH:7]=1.[CH3:11][C:12]1([CH3:28])[C:16]([CH3:18])([CH3:17])[O:15][B:14]([B:14]2[O:15][C:16]([CH3:18])([CH3:17])[C:12]([CH3:28])([CH3:11])[O:13]2)[O:13]1.C([O-])(=O)C.[K+]. Product: [CH3:10][O:9][C:3]1[C:2]([B:14]2[O:15][C:16]([CH3:18])([CH3:17])[C:12]([CH3:28])([CH3:11])[O:13]2)=[CH:7][C:6]([CH3:8])=[CH:5][N:4]=1. The catalyst class is: 140. (3) Reactant: [N+:1]([C:4]1[CH:5]=[C:6]2[C:10](=[CH:11][CH:12]=1)[NH:9][CH:8]=[C:7]2[C:13]1[CH2:18][CH2:17][N:16]([C:19]([O:21][C:22]([CH3:25])([CH3:24])[CH3:23])=[O:20])[CH2:15][CH:14]=1)([O-])=O.[Cl-].[NH4+]. Product: [NH2:1][C:4]1[CH:5]=[C:6]2[C:10](=[CH:11][CH:12]=1)[NH:9][CH:8]=[C:7]2[C:13]1[CH2:18][CH2:17][N:16]([C:19]([O:21][C:22]([CH3:25])([CH3:24])[CH3:23])=[O:20])[CH2:15][CH:14]=1. The catalyst class is: 292. (4) Product: [I:1][C:2]1[CH:7]=[CH:6][C:5]2[N:8]([CH:9]([C:11]3[CH:16]=[CH:15][C:14]([O:17][CH2:18][C:19]4[CH:20]=[N:21][C:22]([C:25]([F:26])([F:28])[F:27])=[CH:23][CH:24]=4)=[C:13]([O:29][CH3:30])[CH:12]=3)[CH3:10])[CH:33]=[N:31][C:4]=2[CH:3]=1. Reactant: [I:1][C:2]1[CH:3]=[C:4]([NH2:31])[C:5]([NH:8][CH:9]([C:11]2[CH:16]=[CH:15][C:14]([O:17][CH2:18][C:19]3[CH:20]=[N:21][C:22]([C:25]([F:28])([F:27])[F:26])=[CH:23][CH:24]=3)=[C:13]([O:29][CH3:30])[CH:12]=2)[CH3:10])=[CH:6][CH:7]=1.Cl[CH2:33]C1C=CC(C(F)(F)F)=NC=1.C(OCC)(OCC)OCC.O.C1(C)C=CC(S(O)(=O)=O)=CC=1. The catalyst class is: 8.